Task: Predict the reaction yield, written as a fraction of the theoretical maximum amount of product (1.0 means a 100% yield; for example, 0.34 means a 34% yield).. Dataset: Reaction yield outcomes from USPTO patents with 853,638 reactions (1) The reactants are C[O:2][C:3]([C:5]1[CH:9]=[C:8]([C:10]2[CH:15]=[CH:14][C:13]([NH:16][C:17]([C:19]3[CH:20]=[N:21][CH:22]=[C:23]([C:25]4[CH:30]=[CH:29][C:28]([O:31]C)=[CH:27][C:26]=4[O:33]C)[CH:24]=3)=[O:18])=[CH:12][CH:11]=2)[O:7][C:6]=1[CH3:35])=[O:4].B(Br)(Br)Br. No catalyst specified. The product is [OH:33][C:26]1[CH:27]=[C:28]([OH:31])[CH:29]=[CH:30][C:25]=1[C:23]1[CH:24]=[C:19]([C:17]([NH:16][C:13]2[CH:12]=[CH:11][C:10]([C:8]3[O:7][C:6]([CH3:35])=[C:5]([C:3]([OH:4])=[O:2])[CH:9]=3)=[CH:15][CH:14]=2)=[O:18])[CH:20]=[N:21][CH:22]=1. The yield is 0.240. (2) The reactants are Cl[C:2]1[N:7]=[CH:6][N:5]=[C:4]([NH:8][C:9]2[C:14]3=[CH:15][N:16]([C:18]4[C:23]([Cl:24])=[CH:22][CH:21]=[CH:20][C:19]=4[Cl:25])[N:17]=[C:13]3[CH:12]=[CH:11][N:10]=2)[CH:3]=1.[CH3:26][NH2:27]. The catalyst is CN1C(=O)CCC1. The product is [Cl:24][C:23]1[CH:22]=[CH:21][CH:20]=[C:19]([Cl:25])[C:18]=1[N:16]1[CH:15]=[C:14]2[C:9]([NH:8][C:4]3[CH:3]=[C:2]([NH:27][CH3:26])[N:7]=[CH:6][N:5]=3)=[N:10][CH:11]=[CH:12][C:13]2=[N:17]1. The yield is 0.450. (3) The reactants are [NH2:1][C:2]1[CH:7]=[CH:6][CH:5]=[CH:4][N:3]=1.CCN=C=NCCCN(C)C.Cl.[F:20][C:21]([F:29])([F:28])[C:22]([F:27])([F:26])[C:23](O)=[O:24]. The catalyst is ClCCl.CN(C1C=CN=CC=1)C. The product is [F:26][C:22]([F:27])([C:21]([F:29])([F:28])[F:20])[C:23]([N:1]=[C:2]1[CH:7]=[CH:6][CH:5]=[CH:4][NH:3]1)=[O:24]. The yield is 0.110. (4) The reactants are [C:1]1(C)C=CC=C(C#N)C=1.NO.[OH:12][N:13]=[C:14]([NH2:21])[C:15]1[CH:20]=[CH:19][CH:18]=[CH:17][CH:16]=1. The catalyst is CCO. The product is [OH:12][N:13]=[C:14]([NH2:21])[C:15]1[CH:20]=[CH:19][CH:18]=[C:17]([CH3:1])[CH:16]=1. The yield is 0.977. (5) The reactants are Cl[C:2]1[N:7]=[C:6]([NH:8][C:9]([C:11]2([C:14]3[CH:15]=[CH:16][C:17]4[O:21][CH2:20][CH2:19][C:18]=4[CH:22]=3)[CH2:13][CH2:12]2)=[O:10])[CH:5]=[C:4]([CH3:23])[CH:3]=1.[CH3:24][O:25][C:26]1[CH:31]=[C:30](B(O)O)[CH:29]=[CH:28][N:27]=1.C([O-])([O-])=O.[Na+].[Na+]. The catalyst is COCCOC.C1C=CC([P]([Pd]([P](C2C=CC=CC=2)(C2C=CC=CC=2)C2C=CC=CC=2)([P](C2C=CC=CC=2)(C2C=CC=CC=2)C2C=CC=CC=2)[P](C2C=CC=CC=2)(C2C=CC=CC=2)C2C=CC=CC=2)(C2C=CC=CC=2)C2C=CC=CC=2)=CC=1. The product is [O:21]1[C:17]2[CH:16]=[CH:15][C:14]([C:11]3([C:9]([NH:8][C:6]4[N:7]=[C:2]([C:30]5[CH:29]=[CH:28][N:27]=[C:26]([O:25][CH3:24])[CH:31]=5)[CH:3]=[C:4]([CH3:23])[CH:5]=4)=[O:10])[CH2:13][CH2:12]3)=[CH:22][C:18]=2[CH2:19][CH2:20]1. The yield is 0.420. (6) The reactants are [Cl:1][C:2]1[C:7]([Cl:8])=[C:6]([C:9]2[CH:14]=[CH:13][C:12]([O:15][CH3:16])=[CH:11][CH:10]=2)[N:5]=[C:4]([C:17]([O:19]C(C)C)=[O:18])[CH:3]=1.[OH-].[K+]. The catalyst is O1CCCC1.O. The product is [Cl:1][C:2]1[C:7]([Cl:8])=[C:6]([C:9]2[CH:10]=[CH:11][C:12]([O:15][CH3:16])=[CH:13][CH:14]=2)[N:5]=[C:4]([C:17]([OH:19])=[O:18])[CH:3]=1. The yield is 0.990. (7) The reactants are N1C=C([C:6]2[C:7]3[CH:14]=[CH:13][N:12](COCC[Si](C)(C)C)[C:8]=3[N:9]=[CH:10][N:11]=2)C=N1.[O-:23]CC.[Na+].C(O)C.C(OC(=O)C(C#N)CC(OCC)OCC)C. No catalyst specified. The product is [N:9]1[C:8]2[NH:12][CH:13]=[CH:14][C:7]=2[C:6]([OH:23])=[N:11][CH:10]=1. The yield is 0.683. (8) The reactants are [Br:1][C:2]1[CH:10]=[CH:9][C:8]([CH3:11])=[CH:7][C:3]=1[C:4]([OH:6])=[O:5].[C:12](Cl)(=O)C(Cl)=O.CO.C([O-])([O-])=O.[Na+].[Na+]. The catalyst is C(Cl)Cl.CN(C=O)C. The product is [Br:1][C:2]1[CH:10]=[CH:9][C:8]([CH3:11])=[CH:7][C:3]=1[C:4]([O:6][CH3:12])=[O:5]. The yield is 0.920. (9) The reactants are [C:1]([O:5][C:6]([N:8]([CH3:13])[CH2:9][C:10]([OH:12])=O)=[O:7])([CH3:4])([CH3:3])[CH3:2].C(N(CC)C(C)C)(C)C.O.ON1C2C=CC=CC=2N=N1.[BrH:34].[Br-].[CH3:36][NH:37][CH2:38][CH2:39][CH2:40][P+:41]([C:54]1[CH:59]=[CH:58][CH:57]=[CH:56][CH:55]=1)([C:48]1[CH:53]=[CH:52][CH:51]=[CH:50][CH:49]=1)[C:42]1[CH:47]=[CH:46][CH:45]=[CH:44][CH:43]=1.Cl.C(N=C=NCCCN(C)C)C. The catalyst is C(Cl)Cl.CN(C)C1C=CN=CC=1. The product is [C:1]([O:5][C:6]([N:8]([CH3:13])[CH2:9][C:10]([N:37]([CH3:36])[CH2:38][CH2:39][CH2:40][P+:41]([C:54]1[CH:59]=[CH:58][CH:57]=[CH:56][CH:55]=1)([C:42]1[CH:43]=[CH:44][CH:45]=[CH:46][CH:47]=1)[C:48]1[CH:53]=[CH:52][CH:51]=[CH:50][CH:49]=1)=[O:12])=[O:7])([CH3:2])([CH3:3])[CH3:4].[Br-:34]. The yield is 0.760. (10) The reactants are [CH:1]1[CH:20]=[CH:19][C:17](=[O:18])/[C:3](=[CH:4]\[NH:5][CH2:6][CH2:7][NH:8]/[CH:9]=[C:10]2\[C:11]([CH:13]=[CH:14][CH:15]=[CH:16]\2)=[O:12])/[CH:2]=1.[O-]CC.[O-]CC.[O-]CC.[Al+3]. The catalyst is C1(C)C=CC=CC=1. The product is [CH:15]1[CH:14]=[CH:13][C:11](=[O:12])/[C:10](=[CH:9]/[NH:8][CH2:7][CH2:6][NH:5]/[CH:4]=[C:3]2/[CH:2]=[CH:1][CH:20]=[CH:19][C:17]/2=[O:18])/[CH:16]=1. The yield is 0.490.